Dataset: Full USPTO retrosynthesis dataset with 1.9M reactions from patents (1976-2016). Task: Predict the reactants needed to synthesize the given product. (1) Given the product [C:35]([NH:39][S:23]([C:20]1[CH:21]=[CH:22][C:17]([CH2:16][N:13]2[C:14]([CH3:15])=[C:10]([C:4]3[CH:5]=[CH:6][C:7]([C:8]#[N:9])=[C:2]([Cl:1])[CH:3]=3)[C:11]([CH3:27])=[N:12]2)=[CH:18][CH:19]=1)(=[O:25])=[O:24])([CH3:38])([CH3:37])[CH3:36], predict the reactants needed to synthesize it. The reactants are: [Cl:1][C:2]1[CH:3]=[C:4]([C:10]2[C:11]([CH3:27])=[N:12][N:13]([CH2:16][C:17]3[CH:22]=[CH:21][C:20]([S:23](Cl)(=[O:25])=[O:24])=[CH:19][CH:18]=3)[C:14]=2[CH3:15])[CH:5]=[CH:6][C:7]=1[C:8]#[N:9].C(N(CC)CC)C.[C:35]([NH2:39])([CH3:38])([CH3:37])[CH3:36].Cl. (2) Given the product [NH2:1][C:2]1[C:7]([NH2:8])=[CH:6][C:5]([C:11]2[CH:16]=[CH:15][CH:14]=[CH:13][C:12]=2[C:17]([F:18])([F:19])[F:20])=[CH:4][C:3]=1[CH:21]=[CH:22][CH2:23][OH:24], predict the reactants needed to synthesize it. The reactants are: [NH2:1][C:2]1[C:7]([N+:8]([O-])=O)=[CH:6][C:5]([C:11]2[CH:16]=[CH:15][CH:14]=[CH:13][C:12]=2[C:17]([F:20])([F:19])[F:18])=[CH:4][C:3]=1[C:21]#[C:22][CH2:23][OH:24].CCO.[Cl-].[NH4+]. (3) Given the product [CH3:29][C:30]1[C:31]([S:36][C:37]2[CH:38]=[C:39]([O:44][C:45]3[C:46]([CH3:51])=[N:47][CH:48]=[CH:49][CH:50]=3)[C:40]([NH:43][C:2]3[S:3][N:16]=[C:17]([C@H:18]4[CH2:22][O:21][C:20]5([CH2:23][CH2:24][CH2:25][CH2:26][CH2:27]5)[O:19]4)[N:1]=3)=[N:41][CH:42]=2)=[N:32][CH:33]=[CH:34][CH:35]=1, predict the reactants needed to synthesize it. The reactants are: [N-:1]=[C:2]=[S:3].[Na+].N1C=CC=CC=1.CS(O[N:16]=[C:17](Cl)[C@H:18]1[CH2:22][O:21][C:20]2([CH2:27][CH2:26][CH2:25][CH2:24][CH2:23]2)[O:19]1)(=O)=O.[CH3:29][C:30]1[C:31]([S:36][C:37]2[CH:38]=[C:39]([O:44][C:45]3[C:46]([CH3:51])=[N:47][CH:48]=[CH:49][CH:50]=3)[C:40]([NH2:43])=[N:41][CH:42]=2)=[N:32][CH:33]=[CH:34][CH:35]=1. (4) Given the product [C:11]([O:15][C:16]([N:18]1[C:22]2[CH:23]=[CH:24][CH:25]=[CH:26][C:21]=2[N:20]=[C:19]1[CH2:27][N:28]([CH:34]1[C:43]2[N:42]=[CH:41][CH:40]=[CH:39][C:38]=2[CH2:37][CH2:36][CH2:35]1)[CH2:29][CH2:30][CH2:31][CH:32]=[O:33])=[O:17])([CH3:14])([CH3:12])[CH3:13], predict the reactants needed to synthesize it. The reactants are: C(Cl)(=O)C(Cl)=O.CS(C)=O.[C:11]([O:15][C:16]([N:18]1[C:22]2[CH:23]=[CH:24][CH:25]=[CH:26][C:21]=2[N:20]=[C:19]1[CH2:27][N:28]([CH:34]1[C:43]2[N:42]=[CH:41][CH:40]=[CH:39][C:38]=2[CH2:37][CH2:36][CH2:35]1)[CH2:29][CH2:30][CH2:31][CH2:32][OH:33])=[O:17])([CH3:14])([CH3:13])[CH3:12].C(N(CC)CC)C.